Dataset: Full USPTO retrosynthesis dataset with 1.9M reactions from patents (1976-2016). Task: Predict the reactants needed to synthesize the given product. Given the product [N:13]1([C:2]2[N:7]=[CH:6][C:5]([C:8]([O:10][CH2:11][CH3:12])=[O:9])=[CH:4][CH:3]=2)[CH:17]=[CH:16][CH:15]=[N:14]1, predict the reactants needed to synthesize it. The reactants are: Cl[C:2]1[N:7]=[CH:6][C:5]([C:8]([O:10][CH2:11][CH3:12])=[O:9])=[CH:4][CH:3]=1.[NH:13]1[CH:17]=[CH:16][CH:15]=[N:14]1.C(=O)([O-])[O-].[Cs+].[Cs+].